Dataset: Catalyst prediction with 721,799 reactions and 888 catalyst types from USPTO. Task: Predict which catalyst facilitates the given reaction. (1) Reactant: [CH2:1]([O:3][C:4](/[CH:6]=[CH:7]/[C:8]1[CH:9]=[C:10]2[C:14](=[CH:15][CH:16]=1)[NH:13][C:12]([C:17]([OH:19])=O)=[CH:11]2)=[O:5])[CH3:2].CC[N:22]=C=NCCCN(C)C.Cl.Cl.CCN(CC)CC.C1C=CC2N(O)N=NC=2C=1.[O:50]1[CH2:55][CH2:54][CH2:53][CH2:52][CH:51]1[O:56][NH:57][C:58](=[O:66])[CH:59](N)[CH2:60][CH2:61][CH2:62][CH2:63][CH3:64].C(O)(=O)CC(CC(O)=O)(C(O)=O)O. Product: [CH2:1]([O:3][C:4](=[O:5])[CH2:6][CH2:7][C:8]1[CH:9]=[C:10]2[C:14](=[CH:15][CH:16]=1)[NH:13][C:12]([C:17](=[O:19])[NH:22][CH2:64][CH2:63][CH2:62][CH2:61][CH2:60][CH2:59][C:58](=[O:66])[NH:57][O:56][CH:51]1[CH2:52][CH2:53][CH2:54][CH2:55][O:50]1)=[CH:11]2)[CH3:2]. The catalyst class is: 18. (2) Reactant: C([O:8][C:9]1[CH:10]=[CH:11][C:12]2[N:13]([N:16]=[CH:17][C:18]=2[C:19]([O:21][CH3:22])=[O:20])[C:14]=1[CH3:15])C1C=CC=CC=1. Product: [OH:8][C:9]1[CH:10]=[CH:11][C:12]2[N:13]([N:16]=[CH:17][C:18]=2[C:19]([O:21][CH3:22])=[O:20])[C:14]=1[CH3:15]. The catalyst class is: 358. (3) The catalyst class is: 12. Reactant: O=[C:2]1[CH:8]([NH:9][C:10](=[O:17])[C:11]2[CH:16]=[CH:15][CH:14]=[CH:13][N:12]=2)[CH2:7][CH2:6][CH2:5][N:4]([C:18]([O:20][CH2:21][C:22]2[CH:27]=[CH:26][CH:25]=[CH:24][CH:23]=2)=[O:19])[CH2:3]1.P(Cl)(Cl)(Cl)(Cl)Cl. Product: [N:12]1[CH:13]=[CH:14][CH:15]=[CH:16][C:11]=1[C:10]1[O:17][C:2]2[CH2:3][N:4]([C:18]([O:20][CH2:21][C:22]3[CH:27]=[CH:26][CH:25]=[CH:24][CH:23]=3)=[O:19])[CH2:5][CH2:6][CH2:7][C:8]=2[N:9]=1.